This data is from Forward reaction prediction with 1.9M reactions from USPTO patents (1976-2016). The task is: Predict the product of the given reaction. (1) Given the reactants C(Cl)(Cl)Cl.[N+:5]([C:8]1[CH:15]=[CH:14][C:11]([CH:12]=[O:13])=[C:10]([F:16])[CH:9]=1)([O-:7])=[O:6].[CH2:17]([Si](C)(C)C)[CH:18]=[CH2:19], predict the reaction product. The product is: [F:16][C:10]1[CH:9]=[C:8]([N+:5]([O-:7])=[O:6])[CH:15]=[CH:14][C:11]=1[CH:12]([OH:13])[CH2:19][CH:18]=[CH2:17]. (2) Given the reactants [NH2:1][C:2]1[CH:3]=[CH:4][C:5]([F:20])=[C:6]([C@@:8]2([CH3:19])[NH:13][C:12](=S)[C@:11]([F:16])([CH3:15])[CH2:10][C:9]2([F:18])[F:17])[CH:7]=1.CO.[NH3:23], predict the reaction product. The product is: [NH2:1][C:2]1[CH:3]=[CH:4][C:5]([F:20])=[C:6]([C@@:8]2([CH3:19])[N:13]=[C:12]([NH2:23])[C@:11]([F:16])([CH3:15])[CH2:10][C:9]2([F:18])[F:17])[CH:7]=1. (3) Given the reactants [C-:1]#[N:2].[Na+].[F:4][C:5]([F:16])([F:15])[CH:6]([CH3:14])[CH2:7][CH2:8]OS(C)(=O)=O, predict the reaction product. The product is: [F:4][C:5]([F:16])([F:15])[CH:6]([CH3:14])[CH2:7][CH2:8][C:1]#[N:2]. (4) Given the reactants [NH2:1][C:2]1[C:3]([Cl:9])=[N:4][CH:5]=[N:6][C:7]=1[Cl:8].[C:10](Cl)(=[O:17])[C:11]1[CH:16]=[CH:15][CH:14]=[CH:13][CH:12]=1, predict the reaction product. The product is: [Cl:9][C:3]1[C:2]([NH:1][C:10](=[O:17])[C:11]2[CH:16]=[CH:15][CH:14]=[CH:13][CH:12]=2)=[C:7]([Cl:8])[N:6]=[CH:5][N:4]=1. (5) The product is: [OH:33][CH2:32][C:31]1[C:30]([N:34]2[C:46](=[O:47])[C:45]3[S:44][C:43]4[CH2:42][CH2:41][CH2:40][CH2:39][C:38]=4[C:37]=3[CH2:36][CH2:35]2)=[CH:29][N:28]=[CH:27][C:26]=1[C:4]1[CH:5]=[C:6]([NH:9][C:10]2[CH:15]=[CH:14][C:13]([N:16]3[CH2:17][CH2:18][N:19]([CH:22]4[CH2:25][O:24][CH2:23]4)[CH2:20][CH2:21]3)=[CH:12][N:11]=2)[C:7](=[O:8])[N:2]([CH3:1])[CH:3]=1. Given the reactants [CH3:1][N:2]1[C:7](=[O:8])[C:6]([NH:9][C:10]2[CH:15]=[CH:14][C:13]([N:16]3[CH2:21][CH2:20][N:19]([CH:22]4[CH2:25][O:24][CH2:23]4)[CH2:18][CH2:17]3)=[CH:12][N:11]=2)=[CH:5][C:4]([C:26]2[CH:27]=[N:28][CH:29]=[C:30]([N:34]3[C:46](=[O:47])[C:45]4[S:44][C:43]5[CH2:42][CH2:41][CH2:40][CH2:39][C:38]=5[C:37]=4[CH2:36][CH2:35]3)[C:31]=2[CH:32]=[O:33])=[CH:3]1.[BH4-].[Na+], predict the reaction product. (6) Given the reactants Br[C:2]1[S:3][C:4]([NH:12][C:13](=[O:22])[C:14]2[CH:19]=[CH:18][C:17]([O:20][CH3:21])=[CH:16][CH:15]=2)=[C:5]([C:7]([O:9][CH2:10][CH3:11])=[O:8])[N:6]=1.CC1(C)C2C(=C(P(C3C=CC=CC=3)C3C=CC=CC=3)C=CC=2)OC2C(P(C3C=CC=CC=3)C3C=CC=CC=3)=CC=CC1=2.C(=O)([O-])[O-].[Cs+].[Cs+].[NH2:71][C:72]1[CH:77]=[CH:76][N:75]=[CH:74][CH:73]=1, predict the reaction product. The product is: [CH2:10]([O:9][C:7]([C:5]1[N:6]=[C:2]([NH:71][C:72]2[CH:77]=[CH:76][N:75]=[CH:74][CH:73]=2)[S:3][C:4]=1[NH:12][C:13](=[O:22])[C:14]1[CH:19]=[CH:18][C:17]([O:20][CH3:21])=[CH:16][CH:15]=1)=[O:8])[CH3:11].